Dataset: Reaction yield outcomes from USPTO patents with 853,638 reactions. Task: Predict the reaction yield, written as a fraction of the theoretical maximum amount of product (1.0 means a 100% yield; for example, 0.34 means a 34% yield). (1) The reactants are [CH:1]1([C:4]([OH:6])=O)[CH2:3][CH2:2]1.C(N1[CH:18]=[CH:17]N=C1)(N1C=CN=C1)=O.Cl.[OH2:20].[CH3:21]N(C)C=O. No catalyst specified. The product is [CH:1]1([C:4](=[O:6])[CH2:21][C:17](=[O:20])[CH3:18])[CH2:3][CH2:2]1. The yield is 0.240. (2) The reactants are FC(F)(F)C(O)=O.[Cl:8][C:9]1[C:10]([F:37])=[C:11]([CH:15]2[C:19]([C:22]3[CH:27]=[CH:26][C:25]([Cl:28])=[CH:24][CH:23]=3)([C:20]#[N:21])[CH:18]([CH2:29][C:30]([CH3:33])([CH3:32])[CH3:31])[NH:17][CH:16]2[C:34]([OH:36])=O)[CH:12]=[CH:13][CH:14]=1.[NH2:38][CH2:39][C:40]([CH3:44])([CH3:43])[CH2:41][OH:42].CN(C(ON1N=NC2C=CC=NC1=2)=[N+](C)C)C.F[P-](F)(F)(F)(F)F.CCN(C(C)C)C(C)C. The catalyst is C(Cl)Cl. The product is [OH:42][CH2:41][C:40]([CH3:44])([CH3:43])[CH2:39][NH:38][C:34]([CH:16]1[CH:15]([C:11]2[CH:12]=[CH:13][CH:14]=[C:9]([Cl:8])[C:10]=2[F:37])[C:19]([C:22]2[CH:23]=[CH:24][C:25]([Cl:28])=[CH:26][CH:27]=2)([C:20]#[N:21])[CH:18]([CH2:29][C:30]([CH3:31])([CH3:33])[CH3:32])[NH:17]1)=[O:36]. The yield is 0.830.